This data is from Forward reaction prediction with 1.9M reactions from USPTO patents (1976-2016). The task is: Predict the product of the given reaction. (1) Given the reactants [CH:1]1([C:4]2[N:9]=[N:8][C:7]([NH2:10])=[CH:6][CH:5]=2)[CH2:3][CH2:2]1.[CH3:11][C:12]1[C:16]([CH2:17][O:18][C:19]2[CH:24]=[CH:23][C:22]([S:25](Cl)(=[O:27])=[O:26])=[CH:21][CH:20]=2)=[C:15]([CH3:29])[O:14][N:13]=1, predict the reaction product. The product is: [CH:1]1([C:4]2[N:9]=[N:8][C:7]([NH:10][S:25]([C:22]3[CH:21]=[CH:20][C:19]([O:18][CH2:17][C:16]4[C:12]([CH3:11])=[N:13][O:14][C:15]=4[CH3:29])=[CH:24][CH:23]=3)(=[O:26])=[O:27])=[CH:6][CH:5]=2)[CH2:3][CH2:2]1. (2) Given the reactants N1C=CC=C(CNC(C2C=CC3NC(C4C(C(=O)NC(C)C)=CNN=4)=NC=3C=2)=O)C=1.[NH2:31][C:32]1[CH:37]=[C:36]([O:38][CH3:39])[CH:35]=[CH:34][C:33]=1[NH:40][C:41]([C:43]1[C:47]([N+:48]([O-:50])=[O:49])=[CH:46][NH:45][N:44]=1)=O.[OH-].[Na+], predict the reaction product. The product is: [CH3:39][O:38][C:36]1[CH:35]=[CH:34][C:33]2[NH:40][C:41]([C:43]3[C:47]([N+:48]([O-:50])=[O:49])=[CH:46][NH:45][N:44]=3)=[N:31][C:32]=2[CH:37]=1. (3) Given the reactants [F:1][C:2]1[CH:7]=[C:6]([O:8][C@H:9]2[CH2:13][CH2:12][CH2:11][C@@H:10]2[C:14]2[N:18]([CH3:19])[N:17]=[CH:16][CH:15]=2)[CH:5]=[C:4]([F:20])[C:3]=1[S:21]([N:24](CC1C=CC(OC)=CC=1OC)C(=O)OC(C)(C)C)(=[O:23])=[O:22].C([SiH](CC)CC)C.FC(F)(F)C(O)=O, predict the reaction product. The product is: [F:20][C:4]1[CH:5]=[C:6]([O:8][C@H:9]2[CH2:13][CH2:12][CH2:11][C@@H:10]2[C:14]2[N:18]([CH3:19])[N:17]=[CH:16][CH:15]=2)[CH:7]=[C:2]([F:1])[C:3]=1[S:21]([NH2:24])(=[O:23])=[O:22]. (4) Given the reactants [CH3:1][C:2]1([CH3:15])[C:7]23[CH2:11][CH:10]([C:12]([CH3:14])([CH3:13])[C:6]2=[CH:5][CH2:4][CH2:3]1)[CH2:9][CH2:8]3.C(OO)(=[O:18])C, predict the reaction product. The product is: [CH3:1][C:2]1([CH3:15])[C:7]23[CH2:11][CH:10]([C:12]([CH3:14])([CH3:13])[C:6]42[O:18][CH:5]4[CH2:4][CH2:3]1)[CH2:9][CH2:8]3. (5) Given the reactants C(N(CC)CC)C.O[C@:9]1([C@@H:20]2[CH2:24][CH2:23][CH2:22][N:21]2[C:25]([O:27][C:28]([CH3:31])([CH3:30])[CH3:29])=[O:26])[O:13][N:12]=[C:11]([C:14]2[N:19]=[CH:18][CH:17]=[CH:16][N:15]=2)[CH2:10]1.S(Cl)(Cl)=O.CO.C(OC(=O)C)C, predict the reaction product. The product is: [N:19]1[CH:18]=[CH:17][CH:16]=[N:15][C:14]=1[C:11]1[CH:10]=[C:9]([C@@H:20]2[CH2:24][CH2:23][CH2:22][N:21]2[C:25]([O:27][C:28]([CH3:31])([CH3:30])[CH3:29])=[O:26])[O:13][N:12]=1.